Dataset: Catalyst prediction with 721,799 reactions and 888 catalyst types from USPTO. Task: Predict which catalyst facilitates the given reaction. (1) Product: [NH2:27][C:28]1[CH:33]=[CH:32][C:31]([O:15][CH:16]2[CH2:17][CH2:18][CH:19]([C:22]([O:24][CH2:25][CH3:26])=[O:23])[CH2:20][CH2:21]2)=[CH:30][C:29]=1[N+:35]([O-:37])=[O:36]. Reactant: N(C(OC(C)C)=O)=NC(OC(C)C)=O.[OH:15][CH:16]1[CH2:21][CH2:20][CH:19]([C:22]([O:24][CH2:25][CH3:26])=[O:23])[CH2:18][CH2:17]1.[NH2:27][C:28]1[CH:33]=[CH:32][C:31](O)=[CH:30][C:29]=1[N+:35]([O-:37])=[O:36].C1(P(C2C=CC=CC=2)C2C=CC=CC=2)C=CC=CC=1. The catalyst class is: 249. (2) Reactant: C[O:2][C:3](=[O:16])[C:4]1[CH:9]=[CH:8][C:7]([C:10]2[O:14][CH:13]=[N:12][C:11]=2[CH3:15])=[CH:6][CH:5]=1.[OH-].[Na+]. Product: [CH3:15][C:11]1[N:12]=[CH:13][O:14][C:10]=1[C:7]1[CH:8]=[CH:9][C:4]([C:3]([OH:16])=[O:2])=[CH:5][CH:6]=1. The catalyst class is: 5. (3) Reactant: [N:1]12[CH2:8][CH2:7][CH:4]([CH2:5][CH2:6]1)[CH:3]([O:9][C:10]1[CH:15]=[CH:14][C:13]([NH:16][C:17]3[CH:22]=[CH:21][CH:20]=[CH:19][CH:18]=3)=[CH:12][CH:11]=1)[CH2:2]2.[ClH:23].O1CCOCC1. Product: [ClH:23].[N:1]12[CH2:6][CH2:5][CH:4]([CH2:7][CH2:8]1)[CH:3]([O:9][C:10]1[CH:15]=[CH:14][C:13]([NH:16][C:17]3[CH:22]=[CH:21][CH:20]=[CH:19][CH:18]=3)=[CH:12][CH:11]=1)[CH2:2]2. The catalyst class is: 13. (4) Reactant: [Cl:1][C:2]1[N:10]=[C:9]2[C:5]([NH:6][CH:7]=[N:8]2)=[C:4]([Cl:11])[N:3]=1.[CH3:12][CH:13](O)[CH2:14][CH3:15].C1(P(C2C=CC=CC=2)C2C=CC=CC=2)C=CC=CC=1. Product: [CH:13]([N:8]1[CH:7]=[N:6][C:5]2[C:9]1=[N:10][C:2]([Cl:1])=[N:3][C:4]=2[Cl:11])([CH2:14][CH3:15])[CH3:12]. The catalyst class is: 7. (5) Product: [C:23]([O:26][C@@H:27]([C:29]1[N:34]=[C:33]([N:10]2[CH2:11][CH2:12][C:7](=[CH:6][C:5]3[CH:13]=[CH:14][CH:15]=[C:3]([Cl:2])[CH:4]=3)[CH2:8][CH2:9]2)[CH:32]=[CH:31][N:30]=1)[CH3:28])(=[O:25])[CH2:24][CH2:16][CH3:17]. The catalyst class is: 4. Reactant: Cl.[Cl:2][C:3]1[CH:4]=[C:5]([CH:13]=[CH:14][CH:15]=1)[CH:6]=[C:7]1[CH2:12][CH2:11][NH:10][CH2:9][CH2:8]1.[CH2:16](N(CC)CC)[CH3:17].[C:23]([O:26][C@@H:27]([C:29]1[N:34]=[C:33](Cl)[CH:32]=[CH:31][N:30]=1)[CH3:28])(=[O:25])[CH3:24]. (6) Reactant: [CH:1]([O:4][C:5]1[CH:10]=[CH:9][N:8]=[C:7]2[NH:11][CH:12]=[CH:13][C:6]=12)([CH3:3])[CH3:2].C1C(=O)N([I:21])C(=O)C1. Product: [I:21][C:13]1[C:6]2[C:7](=[N:8][CH:9]=[CH:10][C:5]=2[O:4][CH:1]([CH3:3])[CH3:2])[NH:11][CH:12]=1. The catalyst class is: 158. (7) Reactant: [F:1][C:2]([CH3:12])([CH3:11])[CH2:3][C@@H:4]([C:6]([O:8][CH2:9][CH3:10])=[O:7])[NH2:5].N1C=CC=CC=1.Cl[C:20]([O:22][CH2:23][C:24]1[CH:29]=[CH:28][CH:27]=[CH:26][CH:25]=1)=[O:21].CCOC(C)=O. Product: [CH2:23]([O:22][C:20]([NH:5][C@H:4]([C:6]([O:8][CH2:9][CH3:10])=[O:7])[CH2:3][C:2]([F:1])([CH3:11])[CH3:12])=[O:21])[C:24]1[CH:29]=[CH:28][CH:27]=[CH:26][CH:25]=1. The catalyst class is: 10. (8) Reactant: [F:1][C:2]1[CH:7]=[C:6]([CH:8]=[CH:9][N+:10]([O-])=O)[CH:5]=[CH:4][C:3]=1[O:13][CH3:14].[H-].[Al+3].[Li+].[H-].[H-].[H-]. Product: [F:1][C:2]1[CH:7]=[C:6]([CH2:8][CH2:9][NH2:10])[CH:5]=[CH:4][C:3]=1[O:13][CH3:14]. The catalyst class is: 116. (9) Reactant: Cl.[OH:2][C:3]([C:6]([OH:9])([CH3:8])[CH3:7])([CH3:5])[CH3:4].[BH:10]([OH:18])[O:11][CH:12](I)[CH2:13][CH:14]([F:16])[F:15].C[Si]([N-:23][Si](C)(C)C)(C)C.[Li+].O1CCOCC1. Product: [OH:2][C:3]([C:6]([OH:9])([CH3:8])[CH3:7])([CH3:5])[CH3:4].[BH:10]([OH:18])[O:11][CH:12]([NH2:23])[CH2:13][CH:14]([F:16])[F:15]. The catalyst class is: 1.